This data is from Catalyst prediction with 721,799 reactions and 888 catalyst types from USPTO. The task is: Predict which catalyst facilitates the given reaction. (1) Reactant: [C:1]([OH:13])(=[O:12])[CH2:2][NH:3][C:4]([C:6]1[CH:11]=[CH:10][CH:9]=[CH:8][CH:7]=1)=O.[CH:14]1[CH:19]=[C:18]2[CH:20]=[CH:21][CH:22]=[C:23]([CH:24]=O)[C:17]2=[CH:16][CH:15]=1.C([O-])(=O)C.[Na+]. Product: [C:23]1(/[CH:24]=[C:2]2\[N:3]=[C:4]([C:6]3[CH:7]=[CH:8][CH:9]=[CH:10][CH:11]=3)[O:13][C:1]\2=[O:12])[C:17]2[C:18](=[CH:19][CH:14]=[CH:15][CH:16]=2)[CH:20]=[CH:21][CH:22]=1. The catalyst class is: 152. (2) Reactant: [CH2:1]([Li])[CH3:2].C1C=CC=CC=1.C1CCCCC1.[N+:16]([C:19]1[C:24]2[N:25]=[C:26]([C:29]3[CH:34]=[CH:33][CH:32]=[CH:31][N:30]=3)[CH2:27][O:28][C:23]=2[CH:22]=[CH:21][CH:20]=1)([O-:18])=[O:17]. Product: [CH2:1]([C:26]1([C:29]2[CH:34]=[CH:33][CH:32]=[CH:31][N:30]=2)[NH:25][C:24]2[C:19]([N+:16]([O-:18])=[O:17])=[CH:20][CH:21]=[CH:22][C:23]=2[O:28][CH2:27]1)[CH3:2]. The catalyst class is: 7.